This data is from Experimentally validated miRNA-target interactions with 360,000+ pairs, plus equal number of negative samples. The task is: Binary Classification. Given a miRNA mature sequence and a target amino acid sequence, predict their likelihood of interaction. (1) The miRNA is hsa-miR-5591-5p with sequence UGGGAGCUAAGCUAUGGGUAU. The protein sequence of the target gene is MVSTYRVAVLGARGVGKSAIVRQFLYNEFSEVCVPTTARRLYLPAVVMNGHVHDLQILDFPPISAFPVNTLQEWADTCCRGLRSVHAYILVYDICCFDSFEYVKTIRQQILETRVIGTSETPIIIVGNKRDLQRGRVIPRWNVSHLVRKTWKCGYVECSAKYNWHILLLFSELLKSVGCARCKHVHAALRFQGALRRNRCAIM. Result: 1 (interaction). (2) The miRNA is hsa-miR-5581-3p with sequence UUCCAUGCCUCCUAGAAGUUCC. The protein sequence of the target gene is MAFTEHSPLTPHRRDLCSRSIWLARKIRSDLTALTESYVKHQGLNKNINLDSADGMPVASTDQWSELTEAERLQENLQAYRTFHVLLARLLEDQQVHFTPTEGDFHQAIHTLLLQVAAFAYQIEELMILLEYKIPRNEADGMPINVGDGGLFEKKLWGLKVLQELSQWTVRSIHDLRFISSHQTGIPARGSHYIANNKKM. Result: 0 (no interaction).